This data is from Aqueous solubility values for 9,982 compounds from the AqSolDB database. The task is: Regression/Classification. Given a drug SMILES string, predict its absorption, distribution, metabolism, or excretion properties. Task type varies by dataset: regression for continuous measurements (e.g., permeability, clearance, half-life) or binary classification for categorical outcomes (e.g., BBB penetration, CYP inhibition). For this dataset (solubility_aqsoldb), we predict Y. (1) The compound is O=C(O)CSC(CC(=O)O)c1ccccc1. The Y is -1.55 log mol/L. (2) The molecule is CCN(CC)C(=O)/C(C#N)=C\c1cc(O)c(O)c([N+](=O)[O-])c1. The Y is -4.26 log mol/L. (3) The compound is CC1C(N)CN1c1cc2c(cc1F)c(=O)c(C(=O)O)cn2C1CC1. The Y is -4.63 log mol/L. (4) The molecule is Clc1ccc(Cl)c(-c2ccccc2Cl)c1. The Y is -6.02 log mol/L.